From a dataset of Full USPTO retrosynthesis dataset with 1.9M reactions from patents (1976-2016). Predict the reactants needed to synthesize the given product. (1) Given the product [CH2:16]([O:15][C@H:14]1[C@@H:13]2[C@@H:9]([O:8][CH2:1][C:2]3[CH:3]=[CH:4][CH:5]=[CH:6][CH:7]=3)[C@@H:10]([C@H:11]([N:35]3[CH:43]=[C:41]([CH3:42])[C:39](=[O:40])[NH:38][C:36]3=[O:37])[O:12]2)[O:24][CH2:23]1)[C:17]1[CH:22]=[CH:21][CH:20]=[CH:19][CH:18]=1, predict the reactants needed to synthesize it. The reactants are: [CH2:1]([O:8][C@@H:9]1[C@@H:13]([C@@H:14]([CH2:23][O:24]S(C2C=CC(C)=CC=2)(=O)=O)[O:15][CH2:16][C:17]2[CH:22]=[CH:21][CH:20]=[CH:19][CH:18]=2)[O:12][C@@H:11]([N:35]2[CH:43]=[C:41]([CH3:42])[C:39](=[O:40])[NH:38][C:36]2=[O:37])[C@@H:10]1OS(C1C=CC(C)=CC=1)(=O)=O)[C:2]1[CH:7]=[CH:6][CH:5]=[CH:4][CH:3]=1.[OH-].[Na+].Cl. (2) Given the product [CH3:23][O:24][C:25]1[CH:30]=[C:29]([C:2]2[C:11]3[C:6](=[CH:7][C:8]([O:14][CH3:15])=[C:9]([O:12][CH3:13])[CH:10]=3)[CH:5]=[C:4]([NH:16][C:17]3[CH:21]=[C:20]([CH3:22])[NH:19][N:18]=3)[N:3]=2)[CH:28]=[CH:27][CH:26]=1, predict the reactants needed to synthesize it. The reactants are: Cl[C:2]1[C:11]2[C:6](=[CH:7][C:8]([O:14][CH3:15])=[C:9]([O:12][CH3:13])[CH:10]=2)[CH:5]=[C:4]([NH:16][C:17]2[CH:21]=[C:20]([CH3:22])[NH:19][N:18]=2)[N:3]=1.[CH3:23][O:24][C:25]1[CH:26]=[C:27](B(O)O)[CH:28]=[CH:29][CH:30]=1. (3) Given the product [O:1]1[C:6]2[CH:7]=[CH:8][C:9]([C:11]([C:13]3[CH:18]=[CH:17][C:16]([O:19][CH3:20])=[C:15]([O:21][CH2:22][CH3:23])[CH:14]=3)=[CH:32][C:33]#[N:34])=[CH:10][C:5]=2[O:4][CH2:3][CH2:2]1, predict the reactants needed to synthesize it. The reactants are: [O:1]1[C:6]2[CH:7]=[CH:8][C:9]([C:11]([C:13]3[CH:18]=[CH:17][C:16]([O:19][CH3:20])=[C:15]([O:21][CH2:22][CH3:23])[CH:14]=3)=O)=[CH:10][C:5]=2[O:4][CH2:3][CH2:2]1.C(OP([CH2:32][C:33]#[N:34])(=O)OCC)C.C[Si]([N-][Si](C)(C)C)(C)C.[Li+].O1C2C=CC(C(C3C=C(OC)C=C(OC)C=3)=CC#N)=CC=2OCC1. (4) Given the product [CH3:27][S:28]([O:1][C:2]12[CH2:9][CH:8]3[CH2:7][CH:6]([CH2:5][C:4]([NH:12][C:13]([O:14][C:15]([CH3:16])([CH3:18])[CH3:17])=[O:19])([CH2:10]3)[CH2:3]1)[CH2:11]2)(=[O:30])=[O:29], predict the reactants needed to synthesize it. The reactants are: [OH:1][C:2]12[CH2:11][CH:6]3[CH2:7][CH:8]([CH2:10][C:4]([NH:12][C:13](=[O:19])[O:14][C:15]([CH3:18])([CH3:17])[CH3:16])([CH2:5]3)[CH2:3]1)[CH2:9]2.C(N(CC)CC)C.[CH3:27][S:28](Cl)(=[O:30])=[O:29]. (5) Given the product [Br:1][C:2]1[CH:7]=[C:6]([C:8]([F:11])([F:10])[F:9])[CH:5]=[CH:4][C:3]=1[C:12]1[CH:21]=[CH:20][CH:19]=[C:18]2[C:13]=1[CH2:14][CH2:15][N:16]([S:22]([NH:32][C:29]1[CH:30]=[CH:31][N:26]=[CH:27][N:28]=1)(=[O:24])=[O:23])[CH2:17]2, predict the reactants needed to synthesize it. The reactants are: [Br:1][C:2]1[CH:7]=[C:6]([C:8]([F:11])([F:10])[F:9])[CH:5]=[CH:4][C:3]=1[C:12]1[CH:21]=[CH:20][CH:19]=[C:18]2[C:13]=1[CH2:14][CH2:15][N:16]([S:22](Cl)(=[O:24])=[O:23])[CH2:17]2.[N:26]1[CH:31]=[CH:30][C:29]([NH2:32])=[N:28][CH:27]=1.N1C=CC=CC=1. (6) Given the product [N:19]1([C:17]([C:14]2[CH:15]=[C:16]3[C:11]([C:10]4([CH2:26][CH2:25]4)[CH2:9][N:8]3[C:5]3[N:4]=[CH:3][C:2]([C:40]4[S:41][C:37]([C:34](=[O:36])[CH3:35])=[CH:38][CH:39]=4)=[CH:7][N:6]=3)=[CH:12][CH:13]=2)=[O:18])[CH2:24][CH2:23][O:22][CH2:21][CH2:20]1, predict the reactants needed to synthesize it. The reactants are: Br[C:2]1[CH:3]=[N:4][C:5]([N:8]2[C:16]3[C:11](=[CH:12][CH:13]=[C:14]([C:17]([N:19]4[CH2:24][CH2:23][O:22][CH2:21][CH2:20]4)=[O:18])[CH:15]=3)[C:10]3([CH2:26][CH2:25]3)[CH2:9]2)=[N:6][CH:7]=1.O.C([O-])([O-])=O.[K+].[K+].[C:34]([C:37]1[S:41][C:40](B(O)O)=[CH:39][CH:38]=1)(=[O:36])[CH3:35]. (7) Given the product [CH3:9][O:10][C:11](=[O:41])/[C:12](/[NH:13][C:14](=[O:34])[C:15]1[C:20]([CH3:21])=[CH:19][C:18]([C:22]([NH:24][CH2:25][C:26]2[CH:31]=[CH:30][CH:29]=[C:28]([OH:50])[CH:27]=2)=[O:23])=[CH:17][C:16]=1[Cl:33])=[CH:42]/[C:43]1[CH:48]=[CH:47][CH:46]=[CH:45][CH:44]=1, predict the reactants needed to synthesize it. The reactants are: CN(C)C(N(C)C)=N.[CH3:9][O:10][C:11](=[O:41])[CH:12](P(OC)(OC)=O)[NH:13][C:14](=[O:34])[C:15]1[C:20]([CH3:21])=[CH:19][C:18]([C:22]([NH:24][CH2:25][C:26]2[CH:31]=[CH:30][CH:29]=[C:28](O)[CH:27]=2)=[O:23])=[CH:17][C:16]=1[Cl:33].[CH:42](=O)[C:43]1[CH:48]=[CH:47][CH:46]=[CH:45][CH:44]=1.[O:50]1CCCC1. (8) Given the product [CH3:1][O:2][CH2:3][CH:4]1[CH2:5][N:6]([CH2:29][C:30](=[O:32])[CH3:31])[CH2:7][C:8]2([CH2:13][CH2:12][N:11]([C:14]([O:16][C:17]([CH3:18])([CH3:20])[CH3:19])=[O:15])[CH2:10][CH2:9]2)[O:21]1, predict the reactants needed to synthesize it. The reactants are: [CH3:1][O:2][CH2:3][CH:4]1[O:21][C:8]2([CH2:13][CH2:12][N:11]([C:14]([O:16][C:17]([CH3:20])([CH3:19])[CH3:18])=[O:15])[CH2:10][CH2:9]2)[CH2:7][NH:6][CH2:5]1.C([O-])([O-])=O.[K+].[K+].Br[CH2:29][C:30](=[O:32])[CH3:31]. (9) Given the product [Si:18]([O:13][CH2:12][C:6]1[NH:7][C:8]2[C:4]([CH:5]=1)=[CH:3][C:2]([Cl:1])=[CH:10][C:9]=2[F:11])([C:14]([CH3:17])([CH3:16])[CH3:15])([CH3:20])[CH3:19], predict the reactants needed to synthesize it. The reactants are: [Cl:1][C:2]1[CH:3]=[C:4]2[C:8](=[C:9]([F:11])[CH:10]=1)[NH:7][C:6]([CH2:12][OH:13])=[CH:5]2.[C:14]([Si:18](Cl)([CH3:20])[CH3:19])([CH3:17])([CH3:16])[CH3:15].N1C=CN=C1.